Task: Predict the reactants needed to synthesize the given product.. Dataset: Full USPTO retrosynthesis dataset with 1.9M reactions from patents (1976-2016) (1) Given the product [C:8]([O:12][C:13]([NH:1][CH2:2][CH2:3][NH:4][CH2:5][CH2:6][NH:7][C:13]([O:12][C:8]([CH3:9])([CH3:10])[CH3:11])=[O:15])=[O:15])([CH3:11])([CH3:10])[CH3:9], predict the reactants needed to synthesize it. The reactants are: [NH2:1][CH2:2][CH2:3][NH:4][CH2:5][CH2:6][NH2:7].[C:8]([O:12][C:13]([O:15]N=C(C1C=CC=CC=1)C#N)=O)([CH3:11])([CH3:10])[CH3:9]. (2) The reactants are: CS(C)=O.F[C:6]1[CH:7]=[C:8]([CH:11]=[CH:12][CH:13]=1)[C:9]#[N:10].[OH:14][CH:15]1[CH2:20][CH2:19][NH:18][CH2:17][CH2:16]1. Given the product [OH:14][CH:15]1[CH2:20][CH2:19][N:18]([C:6]2[CH:7]=[C:8]([CH:11]=[CH:12][CH:13]=2)[C:9]#[N:10])[CH2:17][CH2:16]1, predict the reactants needed to synthesize it.